Dataset: Experimentally validated miRNA-target interactions with 360,000+ pairs, plus equal number of negative samples. Task: Binary Classification. Given a miRNA mature sequence and a target amino acid sequence, predict their likelihood of interaction. (1) The miRNA is hsa-miR-3118 with sequence UGUGACUGCAUUAUGAAAAUUCU. Result: 0 (no interaction). The protein sequence of the target gene is MAQSRVLLLLLLLPPQLHLGPVLAVRAPGFGRSGGHSLSPEENEFAEEEPVLVLSPEEPGPGPAAVSCPRDCACSQEGVVDCGGIDLREFPGDLPEHTNHLSLQNNQLEKIYPEELSRLHRLETLNLQNNRLTSRGLPEKAFEHLTNLNYLYLANNKLTLAPRFLPNALISVDFAANYLTKIYGLTFGQKPNLRSVYLHNNKLADAGLPDNMFNGSSNVEVLILSSNFLRHVPKHLPPALYKLHLKNNKLEKIPPGAFSELSSLRELYLQNNYLTDEGLDNETFWKLSSLEYLDLSSNNL.... (2) The miRNA is hsa-miR-1-5p with sequence ACAUACUUCUUUAUAUGCCCAU. The protein sequence of the target gene is MKETDREAVATAVQRVAGMLQRPDQLDKVEQYRRREARKKASVEARLKAAIQSQLDGVRTGLSQLHNALNDVKDIQQSLADVSKDWRQSINTIESLKDVKDAVVQHSQLAAAVENLKNIFSVPEIVRETQDLIEQGALLQAHRKLMDLECSRDGLMYEQYRMDSGNTRDMTLIHGYFGSTQGLSDELAKQLWMVLQRSLVTVRRDPTLLVSVVRIIEREEKIDRRILDRKKQTGFVPPGRPKNWKEKMFTILERTVTTRIEGTQADTRESDKMWLVRHLEIIRKYVLDDLIVAKNLMVQC.... Result: 0 (no interaction). (3) The miRNA is hsa-miR-223-3p with sequence UGUCAGUUUGUCAAAUACCCCA. The protein sequence of the target gene is MADGSLTGGGLEAAAMAPERMGWAVEQELASLEKGLFQDEDSCSDCSYRDKPGSSLQSFMPEGKTFFPEIFQTNQLLFYERFRAYQDYILADCKASEVQEFTAEFLEKVLEPSGWRAVWHTNVFKVLVEITDVDFAALKAVVRLAEPYLCDSQVSTFTMECMKELLDLKEHRLPLQELWVVFDDSGVFDQTALAIEHVRFFYQNIWRSWDEEEEDEYDYFVRCVEPRLRLHYDILEDRVPSGLIVDYHNLLSQCEESYRKFLNLRSSLSNCNSDSEQENISMVEGLKLYSEMEQLKQKLK.... Result: 0 (no interaction). (4) The protein sequence of the target gene is MSENLDKSNVNEAGKSKSNDSEEGLEDAVEGADEALQKAIKSDSSSPQRVQRPHSSPPRFVTVEELLETARGVTNMALAHEIVVNGDFQIKPVELPENSLKKRVKEIVHKAFWDCLSVQLSEDPPAYDHAIKLVGEIKETLLSFLLPGHTRLRNQITEVLDLDLIKQEAENGALDISKLAEFIIGMMGTLCAPARDEEVKKLKDIKEIVPLFREIFSVLDLMKVDMANFAISSIRPHLMQQSVEYERKKFQEILERQPNSLDFVTQWLEEASEDLMTQKYKHALPVGGMAAGSGDMPRLS.... Result: 0 (no interaction). The miRNA is mmu-miR-421-3p with sequence AUCAACAGACAUUAAUUGGGCGC. (5) The miRNA is hsa-miR-98-5p with sequence UGAGGUAGUAAGUUGUAUUGUU. The protein sequence of the target gene is MLACLPGPGDLSFQLLSHTQMNTGLQKWDTTQKMRTAHYPTPAELDAYAKKVANNPLTIKIFPNSVKVPQRKHVRRTVNGLDTSAQRYSPYPTQAATKAGLLAIVKVPAKSILKDFDGTRARLLPEAIMNPPVAPYATVAPSTLAHPQAQALARQQALQHAQTLAHAPPQTLQHPQGIPPPQALSHPQSLQQPQGLGHPQPMAQTQGLVHPQALAHQGLQHPHNPLLHGGRKMPDSDAPPNVTVSTSTIPLSMAATLQHSQPPDLSSIVHQINQFCQTRAGISTTSVCEGQIANPSPISR.... Result: 1 (interaction).